From a dataset of Peptide-MHC class I binding affinity with 185,985 pairs from IEDB/IMGT. Regression. Given a peptide amino acid sequence and an MHC pseudo amino acid sequence, predict their binding affinity value. This is MHC class I binding data. The peptide sequence is LLLGLLLLCV. The MHC is HLA-A02:02 with pseudo-sequence HLA-A02:02. The binding affinity (normalized) is 0.100.